From a dataset of Forward reaction prediction with 1.9M reactions from USPTO patents (1976-2016). Predict the product of the given reaction. Given the reactants [CH2:1]([C:5]1[CH:13]=[CH:12][C:8]([C:9](O)=[O:10])=[CH:7][CH:6]=1)[CH:2]([CH3:4])[CH3:3].CC1C=CC(C([NH2:21])=O)=CC=1NC(N)=S, predict the reaction product. The product is: [CH2:1]([C:5]1[CH:13]=[CH:12][C:8]([C:9]([NH2:21])=[O:10])=[CH:7][CH:6]=1)[CH:2]([CH3:4])[CH3:3].